From a dataset of Forward reaction prediction with 1.9M reactions from USPTO patents (1976-2016). Predict the product of the given reaction. (1) Given the reactants [CH3:1][C:2]1[S:6][C:5]([CH:7]=O)=[CH:4][CH:3]=1.[CH3:9][O:10][CH2:11][CH2:12][NH2:13].[C:14]1(=[O:25])[O:20][C:18](=O)[C:17]2=[CH:21][CH:22]=[CH:23][CH:24]=[C:16]2[CH2:15]1.[CH3:26][O:27][C:28]1[CH:29]=[C:30]([CH:32]=[CH:33][CH:34]=1)[NH2:31], predict the reaction product. The product is: [CH3:9][O:10][CH2:11][CH2:12][N:13]1[CH:7]([C:5]2[S:6][C:2]([CH3:1])=[CH:3][CH:4]=2)[CH:15]([C:14]([NH:31][C:30]2[CH:32]=[CH:33][CH:34]=[C:28]([O:27][CH3:26])[CH:29]=2)=[O:25])[C:16]2[C:17](=[CH:21][CH:22]=[CH:23][CH:24]=2)[C:18]1=[O:20]. (2) Given the reactants C(N(CC)CC)C.[NH2:8][C:9]1[C:10]([I:23])=[C:11]([C:20](Cl)=[O:21])[C:12]([I:19])=[C:13]([C:17]=1[I:18])[C:14](Cl)=[O:15].[NH2:24][CH2:25][CH:26]([OH:29])[CH2:27][OH:28].[NH2:30][CH:31]([CH2:34][OH:35])[CH2:32][OH:33], predict the reaction product. The product is: [NH2:8][C:9]1[C:10]([I:23])=[C:11]([C:20]([NH:24][CH2:25][CH:26]([OH:29])[CH2:27][OH:28])=[O:21])[C:12]([I:19])=[C:13]([C:17]=1[I:18])[C:14]([NH:30][CH:31]([CH2:34][OH:35])[CH2:32][OH:33])=[O:15]. (3) The product is: [CH2:13]([C:17]1[N:18]=[C:19]([CH3:51])[N:20]([CH2:39][C:40]2[N:41]=[C:42]([C:45]3[CH:50]=[CH:49][CH:48]=[CH:47][N:46]=3)[S:43][CH:44]=2)[C:21](=[O:38])[C:22]=1[CH2:23][C:24]1[CH:29]=[CH:28][C:27]([C:30]2[CH:35]=[CH:34][CH:33]=[CH:32][C:31]=2[C:36]2[NH:3][C:4](=[O:7])[O:5][N:37]=2)=[CH:26][CH:25]=1)[CH2:14][CH2:15][CH3:16]. Given the reactants [Cl-].O[NH3+:3].[C:4](=[O:7])([O-])[OH:5].[Na+].CS(C)=O.[CH2:13]([C:17]1[N:18]=[C:19]([CH3:51])[N:20]([CH2:39][C:40]2[N:41]=[C:42]([C:45]3[CH:50]=[CH:49][CH:48]=[CH:47][N:46]=3)[S:43][CH:44]=2)[C:21](=[O:38])[C:22]=1[CH2:23][C:24]1[CH:29]=[CH:28][C:27]([C:30]2[C:31]([C:36]#[N:37])=[CH:32][CH:33]=[CH:34][CH:35]=2)=[CH:26][CH:25]=1)[CH2:14][CH2:15][CH3:16], predict the reaction product. (4) The product is: [Cl:47][CH2:14][C:12]1[CH:13]=[C:8]([C:6]2[CH:5]=[CH:4][N:3]=[C:2]([O:33][CH2:23][CH3:24])[CH:7]=2)[C:9]([O:16][CH3:17])=[N:10][CH:11]=1. Given the reactants Cl[C:2]1[CH:7]=[C:6]([C:8]2[C:9]([O:16][CH3:17])=[N:10][CH:11]=[C:12]([CH2:14]O)[CH:13]=2)[CH:5]=[CH:4][N:3]=1.ClCC1C(C)=N[C:23]([O:33]C)=[C:24](C2C=CC=C(Cl)C=2)C=1.BrC1C=C(CO)C=NC=1OC.[Cl:47]C1C=C(B(O)O)C=CN=1, predict the reaction product. (5) Given the reactants Br[C:2]1[C:7]([C:8]([F:11])([F:10])[F:9])=[CH:6][C:5]([NH:12][C:13]2[N:17]=[C:16]([NH2:18])[NH:15][N:14]=2)=[CH:4][C:3]=1[Cl:19].CN1C(C)(C)CC(SC2C=CC(B3OC(C)(C)C(C)(C)O3)=CC=2)CC1(C)C.[CH:47]([S:50]([C:53]1[CH:58]=[CH:57][C:56](B(O)O)=[CH:55][CH:54]=1)(=[O:52])=[O:51])([CH3:49])[CH3:48].C([O-])([O-])=O.[K+].[K+], predict the reaction product. The product is: [Cl:19][C:3]1[CH:4]=[C:5]([NH:12][C:13]2[N:17]=[C:16]([NH2:18])[NH:15][N:14]=2)[CH:6]=[C:7]([C:8]([F:11])([F:10])[F:9])[C:2]=1[C:56]1[CH:55]=[CH:54][C:53]([S:50]([CH:47]([CH3:49])[CH3:48])(=[O:52])=[O:51])=[CH:58][CH:57]=1. (6) Given the reactants C[O:2][C:3]([C:5]1[CH:6]=[C:7]([C:18]2[CH:23]=[CH:22][C:21]([CH3:24])=[CH:20][CH:19]=2)[CH:8]=[C:9]([N:11]([C:13](=[O:17])[CH:14]([CH3:16])[CH3:15])[CH3:12])[CH:10]=1)=O.[N:25]1[CH:30]=[CH:29][N:28]=[CH:27][C:26]=1[CH:31]([NH2:33])[CH3:32].C1C=CC2N(O)N=NC=2C=1, predict the reaction product. The product is: [N:25]1[CH:30]=[CH:29][N:28]=[CH:27][C:26]=1[CH:31]([NH:33][C:3]([C:5]1[CH:6]=[C:7]([C:18]2[CH:19]=[CH:20][C:21]([CH3:24])=[CH:22][CH:23]=2)[CH:8]=[C:9]([N:11]([C:13](=[O:17])[CH:14]([CH3:16])[CH3:15])[CH3:12])[CH:10]=1)=[O:2])[CH3:32]. (7) Given the reactants Cl[C:2]1[CH:12]=[N:11][C:5]2[N:6]=[C:7]([NH2:10])[N:8]=[CH:9][C:4]=2[CH:3]=1.[C:13]1([CH3:22])[CH:18]=[CH:17][CH:16]=[CH:15][C:14]=1B(O)O.[F-].[Cs+].O, predict the reaction product. The product is: [C:13]1([CH3:22])[CH:18]=[CH:17][CH:16]=[CH:15][C:14]=1[C:2]1[CH:12]=[N:11][C:5]2[N:6]=[C:7]([NH2:10])[N:8]=[CH:9][C:4]=2[CH:3]=1. (8) Given the reactants Cl[C:2]1[CH:3]=[C:4]([C:11]#[N:12])[C:5](=[CH:8][C:9]=1Cl)[C:6]#[N:7].[C:13]1([OH:19])[CH:18]=[CH:17][CH:16]=[CH:15][CH:14]=1.[C:20](=[O:23])([O-])[O-].[K+].[K+], predict the reaction product. The product is: [O:19]([C:2]1[CH:3]=[C:4]([C:11]#[N:12])[C:5](=[CH:8][C:9]=1[O:23][C:20]1[CH:4]=[CH:3][CH:2]=[CH:9][CH:8]=1)[C:6]#[N:7])[C:13]1[CH:18]=[CH:17][CH:16]=[CH:15][CH:14]=1.